Dataset: Forward reaction prediction with 1.9M reactions from USPTO patents (1976-2016). Task: Predict the product of the given reaction. (1) Given the reactants Br[C:2]1[CH:7]=[CH:6][C:5]([F:8])=[CH:4][CH:3]=1.[NH:9]1[CH2:12][CH:11]([NH:13][C:14](=[O:39])[C:15]2[CH:20]=[CH:19][C:18]([S:21]([N:24]3[C:32]4[C:27](=[CH:28][CH:29]=[CH:30][CH:31]=4)[C:26]([C:33]4[CH:38]=[CH:37][CH:36]=[CH:35][CH:34]=4)=[CH:25]3)(=[O:23])=[O:22])=[CH:17][CH:16]=2)[CH2:10]1.C(P(C(C)(C)C)C1C=CC=CC=1C1C=CC=CC=1)(C)(C)C.CC(C)([O-])C.[Na+], predict the reaction product. The product is: [F:8][C:5]1[CH:6]=[CH:7][C:2]([N:9]2[CH2:12][CH:11]([NH:13][C:14](=[O:39])[C:15]3[CH:20]=[CH:19][C:18]([S:21]([N:24]4[C:32]5[C:27](=[CH:28][CH:29]=[CH:30][CH:31]=5)[C:26]([C:33]5[CH:34]=[CH:35][CH:36]=[CH:37][CH:38]=5)=[CH:25]4)(=[O:22])=[O:23])=[CH:17][CH:16]=3)[CH2:10]2)=[CH:3][CH:4]=1. (2) Given the reactants [F:1][C:2]1[CH:7]=[CH:6][C:5]([C:8]2[S:12][CH:11]=[N:10][CH:9]=2)=[CH:4][CH:3]=1.[Li]CCCC.[N:18]1[CH:23]=[CH:22][C:21]([C:24](=[O:26])[CH3:25])=[CH:20][CH:19]=1, predict the reaction product. The product is: [F:1][C:2]1[CH:3]=[CH:4][C:5]([C:8]2[S:12][C:11]([C:24]([C:21]3[CH:22]=[CH:23][N:18]=[CH:19][CH:20]=3)([OH:26])[CH3:25])=[N:10][CH:9]=2)=[CH:6][CH:7]=1. (3) Given the reactants C(OC([NH:8][C@@H:9]([CH2:25][C@@H:26]([CH:42]([CH3:44])[CH3:43])[CH2:27][C:28]1[CH:33]=[CH:32][C:31]([O:34][CH3:35])=[C:30]([O:36][CH2:37][CH2:38][CH2:39][O:40][CH3:41])[CH:29]=1)[C@@H:10]([O:17][Si](C(C)(C)C)(C)C)[CH2:11][C@@H:12]([CH3:16])C(O)=O)=O)(C)(C)C.C(OC(N[C@@H:53]([CH2:62][C@@H](C(C)C)CC1C=CC(OC)=C([O:61][CH2:54][CH2:53][CH2:62]OC)C=1)[C@@H:54]([OH:61])[CH2:62][C@@H:53](C)[C:54]([OH:61])=O)=O)(C)(C)C.[Si]([Cl:89])(C(C)(C)C)(C)C.[NH:90]1C=CN=C1.[CH3:95][N:96](C)[CH:97]=[O:98], predict the reaction product. The product is: [ClH:89].[C:54]([CH2:53][CH2:62][CH2:95][NH:96][C:97](=[O:98])[C@H:12]([CH3:16])[CH2:11][C@H:10]([OH:17])[C@@H:9]([NH2:8])[CH2:25][C@@H:26]([CH:42]([CH3:43])[CH3:44])[CH2:27][C:28]1[CH:33]=[CH:32][C:31]([O:34][CH3:35])=[C:30]([O:36][CH2:37][CH2:38][CH2:39][O:40][CH3:41])[CH:29]=1)(=[O:61])[NH2:90]. (4) Given the reactants [C:9](O[C:9]([O:11][C:12]([CH3:15])([CH3:14])[CH3:13])=[O:10])([O:11][C:12]([CH3:15])([CH3:14])[CH3:13])=[O:10].[OH:16][C:17]1[CH:18]=[C:19]([CH:23]2[CH2:28][CH2:27][NH:26][CH2:25][CH2:24]2)[CH:20]=[CH:21][CH:22]=1, predict the reaction product. The product is: [OH:16][C:17]1[CH:18]=[C:19]([CH:23]2[CH2:28][CH2:27][N:26]([C:9]([O:11][C:12]([CH3:13])([CH3:14])[CH3:15])=[O:10])[CH2:25][CH2:24]2)[CH:20]=[CH:21][CH:22]=1. (5) Given the reactants [F:1][C:2]1[C:30]([N:31]2[CH2:36][CH2:35][NH:34][CH2:33][CH2:32]2)=[CH:29][C:5]2[N:6]([CH2:17][C:18]3[CH:23]=[CH:22][C:21]([O:24][C:25]([F:28])([F:27])[F:26])=[CH:20][CH:19]=3)[C:7]([CH2:9][O:10][C:11]3[CH:16]=[CH:15][CH:14]=[CH:13][CH:12]=3)=[N:8][C:4]=2[CH:3]=1.[CH:37]1([C:40](Cl)=[O:41])[CH2:39][CH2:38]1, predict the reaction product. The product is: [CH:37]1([C:40]([N:34]2[CH2:35][CH2:36][N:31]([C:30]3[C:2]([F:1])=[CH:3][C:4]4[N:8]=[C:7]([CH2:9][O:10][C:11]5[CH:12]=[CH:13][CH:14]=[CH:15][CH:16]=5)[N:6]([CH2:17][C:18]5[CH:19]=[CH:20][C:21]([O:24][C:25]([F:26])([F:27])[F:28])=[CH:22][CH:23]=5)[C:5]=4[CH:29]=3)[CH2:32][CH2:33]2)=[O:41])[CH2:39][CH2:38]1. (6) Given the reactants [CH3:1][C:2]1([CH3:28])[O:7][C:6]2[CH:8]=[CH:9][C:10]([C@H:12]3[O:16][C:15](=[O:17])[N:14]([CH2:18][CH2:19][CH2:20][CH2:21][CH2:22][CH2:23][O:24][CH2:25][CH2:26][OH:27])[CH2:13]3)=[CH:11][C:5]=2[CH2:4][O:3]1.[H-].[Na+].[N+:31]([C:34]1[CH:35]=[C:36]([CH:39]=[CH:40][CH:41]=1)[CH2:37]Br)([O-:33])=[O:32].P([O-])([O-])([O-])=O, predict the reaction product. The product is: [CH3:1][C:2]1([CH3:28])[O:7][C:6]2[CH:8]=[CH:9][C:10]([C@H:12]3[O:16][C:15](=[O:17])[N:14]([CH2:18][CH2:19][CH2:20][CH2:21][CH2:22][CH2:23][O:24][CH2:25][CH2:26][O:27][CH2:37][C:36]4[CH:39]=[CH:40][CH:41]=[C:34]([N+:31]([O-:33])=[O:32])[CH:35]=4)[CH2:13]3)=[CH:11][C:5]=2[CH2:4][O:3]1. (7) Given the reactants [Cl:1][C:2]1[C:7]([F:8])=[CH:6][C:5]([C@H:9]2[CH2:14][C@@H:13]([C:15]3[O:19][NH:18][C:17](=[O:20])[CH:16]=3)[CH2:12][CH2:11][N:10]2C(OC)=O)=[CH:4][C:3]=1[F:25].Br, predict the reaction product. The product is: [Cl:1][C:2]1[C:7]([F:8])=[CH:6][C:5]([C@H:9]2[CH2:14][C@@H:13]([C:15]3[O:19][NH:18][C:17](=[O:20])[CH:16]=3)[CH2:12][CH2:11][NH:10]2)=[CH:4][C:3]=1[F:25]. (8) Given the reactants [CH3:1][N:2]([CH3:31])[C:3](=[O:30])[CH2:4][N:5]1[C:14]2[C:9](=[N:10][CH:11]=[C:12]([CH2:15][C:16]3[CH:21]=[CH:20][C:19]([F:22])=[CH:18][CH:17]=3)[CH:13]=2)[C:8]([OH:23])=[C:7]([C:24](OCC)=[O:25])[C:6]1=[O:29].[CH3:32][CH:33]([O:35][CH2:36][CH2:37][NH2:38])[CH3:34], predict the reaction product. The product is: [CH3:31][N:2]([CH3:1])[C:3](=[O:30])[CH2:4][N:5]1[C:14]2[C:9](=[N:10][CH:11]=[C:12]([CH2:15][C:16]3[CH:17]=[CH:18][C:19]([F:22])=[CH:20][CH:21]=3)[CH:13]=2)[C:8]([OH:23])=[C:7]([C:24]([NH:38][CH2:37][CH2:36][O:35][CH:33]([CH3:34])[CH3:32])=[O:25])[C:6]1=[O:29].